From a dataset of NCI-60 drug combinations with 297,098 pairs across 59 cell lines. Regression. Given two drug SMILES strings and cell line genomic features, predict the synergy score measuring deviation from expected non-interaction effect. Drug 1: CC12CCC(CC1=CCC3C2CCC4(C3CC=C4C5=CN=CC=C5)C)O. Drug 2: COCCOC1=C(C=C2C(=C1)C(=NC=N2)NC3=CC=CC(=C3)C#C)OCCOC.Cl. Cell line: NCI-H322M. Synergy scores: CSS=42.9, Synergy_ZIP=19.9, Synergy_Bliss=19.9, Synergy_Loewe=10.6, Synergy_HSA=19.2.